This data is from Forward reaction prediction with 1.9M reactions from USPTO patents (1976-2016). The task is: Predict the product of the given reaction. Given the reactants Br[C:2]1[CH:3]=[C:4]([N:10]([CH3:21])[C:11](=[O:20])[O:12][CH2:13][C:14]2[CH:19]=[CH:18][CH:17]=[CH:16][CH:15]=2)[CH:5]=[C:6]([C:8]#[N:9])[CH:7]=1.C(NCBr)(O[C:25](C)([CH3:27])[CH3:26])=O, predict the reaction product. The product is: [C:8]([C:6]1[CH:5]=[C:4]([N:10]([CH3:21])[C:11](=[O:20])[O:12][CH2:13][C:14]2[CH:19]=[CH:18][CH:17]=[CH:16][CH:15]=2)[CH:3]=[C:2]([C:25]([CH3:27])=[CH2:26])[CH:7]=1)#[N:9].